Dataset: Reaction yield outcomes from USPTO patents with 853,638 reactions. Task: Predict the reaction yield, written as a fraction of the theoretical maximum amount of product (1.0 means a 100% yield; for example, 0.34 means a 34% yield). (1) The reactants are [F:1][C:2]1[CH:8]=[C:7](I)[CH:6]=[CH:5][C:3]=1[NH2:4].[C:10]([Cu])#[N:11]. The catalyst is CN(C=O)C.CCOC(C)=O.[Cu]I. The product is [NH2:4][C:3]1[CH:5]=[CH:6][C:7]([C:10]#[N:11])=[CH:8][C:2]=1[F:1]. The yield is 1.00. (2) The reactants are [F:1][C:2]1[CH:26]=[CH:25][C:5]([O:6][C:7]2[CH:8]=[C:9]([CH:22]=[CH:23][CH:24]=2)[CH2:10][NH:11][CH2:12][CH2:13][CH2:14][CH2:15][C:16]2[CH:21]=[CH:20][CH:19]=[CH:18][CH:17]=2)=[CH:4][CH:3]=1.C(N(CC)CC)C.[OH:34][C:35]1[C:40]([Cl:41])=[CH:39][C:38]([Cl:42])=[CH:37][C:36]=1[S:43](Cl)(=[O:45])=[O:44]. The catalyst is C(Cl)Cl. The product is [Cl:41][C:40]1[C:35]([OH:34])=[C:36]([S:43]([N:11]([CH2:10][C:9]2[CH:22]=[CH:23][CH:24]=[C:7]([O:6][C:5]3[CH:4]=[CH:3][C:2]([F:1])=[CH:26][CH:25]=3)[CH:8]=2)[CH2:12][CH2:13][CH2:14][CH2:15][C:16]2[CH:17]=[CH:18][CH:19]=[CH:20][CH:21]=2)(=[O:45])=[O:44])[CH:37]=[C:38]([Cl:42])[CH:39]=1. The yield is 0.280. (3) The reactants are Cl[C:2]1[N:11]2[N:12]=[C:13]([CH3:15])[N:14]=[C:10]2[C:9]2[CH:8]=[C:7]([F:16])[C:6]([F:17])=[CH:5][C:4]=2[N:3]=1.[CH3:18][N:19]1[CH2:24][CH2:23][NH:22][CH2:21][CH2:20]1.CCN(CC)CC.CN(C=O)C. The catalyst is C1COCC1. The product is [F:17][C:6]1[C:7]([F:16])=[CH:8][C:9]2[C:10]3[N:11]([N:12]=[C:13]([CH3:15])[N:14]=3)[C:2]([N:22]3[CH2:23][CH2:24][N:19]([CH3:18])[CH2:20][CH2:21]3)=[N:3][C:4]=2[CH:5]=1. The yield is 0.340.